Task: Regression/Classification. Given a drug SMILES string, predict its toxicity properties. Task type varies by dataset: regression for continuous values (e.g., LD50, hERG inhibition percentage) or binary classification for toxic/non-toxic outcomes (e.g., AMES mutagenicity, cardiotoxicity, hepatotoxicity). Dataset: herg_karim.. Dataset: hERG potassium channel inhibition data for cardiac toxicity prediction from Karim et al. (1) The drug is NC(=O)c1cccc(O[C@@H]2C[C@@H]3CC[C@H](C2)N3CC2CCCCC2)c1. The result is 1 (blocker). (2) The compound is Cc1c([C@@H](O)CN2CCC3(CC2)CN(c2ccc(C#N)cn2)C3)ccc2c1COC2=O. The result is 0 (non-blocker). (3) The result is 0 (non-blocker). The compound is N[C@H](C(=O)N1CCC(F)(F)C1)[C@H]1CC[C@H](NC(=O)c2ccc(F)c(F)c2)CC1. (4) The result is 0 (non-blocker). The drug is CC(Oc1ccc(S(C)(=O)=O)cc1C(=O)N1CCN(c2ncc(C(F)(F)F)cn2)CC1)C(F)(F)F. (5) The drug is Cc1nc2c(c(-c3ccc(Cl)cc3Cl)c1CN)CN(CC(=O)Nc1ccnn1C)C2=O. The result is 0 (non-blocker). (6) The drug is CC(C)N1Cc2cc(-c3cc(-c4ccc(Cl)nc4)no3)ccc2C1=O. The result is 0 (non-blocker). (7) The compound is O=C(c1ccc(C[C@@H]2CC[C@H]([C@H](O)c3ccccc3)N2)cc1)N1CCN(Cc2nnn(CC(F)(F)F)n2)CC1. The result is 0 (non-blocker). (8) The molecule is COc1cc(F)ccc1-c1cncc(CNC2CCCC2)n1. The result is 0 (non-blocker).